This data is from NCI-60 drug combinations with 297,098 pairs across 59 cell lines. The task is: Regression. Given two drug SMILES strings and cell line genomic features, predict the synergy score measuring deviation from expected non-interaction effect. Drug 1: C1=C(C(=O)NC(=O)N1)N(CCCl)CCCl. Drug 2: CCCCCOC(=O)NC1=NC(=O)N(C=C1F)C2C(C(C(O2)C)O)O. Cell line: NCI-H460. Synergy scores: CSS=37.7, Synergy_ZIP=0.199, Synergy_Bliss=1.42, Synergy_Loewe=-0.296, Synergy_HSA=2.08.